Dataset: Reaction yield outcomes from USPTO patents with 853,638 reactions. Task: Predict the reaction yield, written as a fraction of the theoretical maximum amount of product (1.0 means a 100% yield; for example, 0.34 means a 34% yield). (1) The reactants are Br.[CH2:2]([C:4]1[N:5]=[C:6]([C@@H:9]([NH2:20])[CH2:10][C:11]2[CH:16]=[CH:15][C:14]([N+:17]([O-:19])=[O:18])=[CH:13][CH:12]=2)[S:7][CH:8]=1)[CH3:3].[C:21]1([CH2:27][C:28](O)=[O:29])[CH:26]=[CH:25][CH:24]=[CH:23][CH:22]=1.ON1C2C=CC=CC=2N=N1.CN(C)CCCN=C=NCC.C(N(CC)CC)C. The catalyst is CN(C=O)C.O. The product is [CH2:2]([C:4]1[N:5]=[C:6]([CH:9]([NH:20][C:28](=[O:29])[CH2:27][C:21]2[CH:26]=[CH:25][CH:24]=[CH:23][CH:22]=2)[CH2:10][C:11]2[CH:16]=[CH:15][C:14]([N+:17]([O-:19])=[O:18])=[CH:13][CH:12]=2)[S:7][CH:8]=1)[CH3:3]. The yield is 0.600. (2) The reactants are [Br:1][C:2]1[CH:16]=[CH:15][C:5]([C:6]([NH:8][CH:9](Cl)[C:10]([Cl:13])([Cl:12])[Cl:11])=[O:7])=[CH:4][CH:3]=1.[Cl:17][C:18]1[N:23]=[CH:22][C:21]([NH2:24])=[CH:20][CH:19]=1. The catalyst is CCOCC. The product is [Br:1][C:2]1[CH:16]=[CH:15][C:5]([C:6]([NH:8][CH:9]([NH:24][C:21]2[CH:22]=[N:23][C:18]([Cl:17])=[CH:19][CH:20]=2)[C:10]([Cl:13])([Cl:12])[Cl:11])=[O:7])=[CH:4][CH:3]=1. The yield is 0.650. (3) The reactants are [C:1]([O:5][C:6]([N:8]1[CH2:12][CH2:11][CH2:10][CH:9]1[C:13]1[NH:14][C:15]([C:18]2[CH:23]=[CH:22][C:21]([Br:24])=[CH:20][CH:19]=2)=[CH:16][N:17]=1)=[O:7])([CH3:4])([CH3:3])[CH3:2].[C:25](OC(N1CCCC1C(O)=O)=O)(C)(C)C. No catalyst specified. The yield is 0.600. The product is [C:1]([O:5][C:6]([N:8]1[CH:9]([C:13]2[NH:14][C:15]([C:18]3[CH:19]=[CH:20][C:21]([Br:24])=[CH:22][CH:23]=3)=[CH:16][N:17]=2)[CH2:10][CH:11]2[CH:12]1[CH2:25]2)=[O:7])([CH3:4])([CH3:2])[CH3:3]. (4) The reactants are [Cl:1][C:2]1[C:3]([O:12][CH3:13])=[CH:4][C:5]([CH:9]([CH3:11])[CH3:10])=[C:6]([OH:8])[CH:7]=1.C([O-])([O-])=O.[K+].[K+].I[CH2:21][C:22]#[N:23]. The catalyst is CN(C=O)C. The product is [Cl:1][C:2]1[C:3]([O:12][CH3:13])=[CH:4][C:5]([CH:9]([CH3:11])[CH3:10])=[C:6]([CH:7]=1)[O:8][CH2:21][C:22]#[N:23]. The yield is 0.970.